From a dataset of Forward reaction prediction with 1.9M reactions from USPTO patents (1976-2016). Predict the product of the given reaction. (1) Given the reactants [CH2:1]([N:3]1[C:8]2[N:9]=[C:10](S(C)=O)[N:11]=[CH:12][C:7]=2[CH:6]=[CH:5][C:4]1=[O:16])[CH3:2].[CH3:17][N:18]([CH3:26])[C:19]1[CH:25]=[CH:24][C:22]([NH2:23])=[CH:21][CH:20]=1, predict the reaction product. The product is: [CH3:17][N:18]([CH3:26])[C:19]1[CH:25]=[CH:24][C:22]([NH:23][C:10]2[N:11]=[CH:12][C:7]3[CH:6]=[CH:5][C:4](=[O:16])[N:3]([CH2:1][CH3:2])[C:8]=3[N:9]=2)=[CH:21][CH:20]=1. (2) Given the reactants Br[C:2]1[CH:7]=[CH:6][C:5]([CH:8]([C:20]2[CH:25]=[CH:24][CH:23]=[CH:22][C:21]=2[CH3:26])[CH2:9][C:10]([C:12]2[CH:13]=[CH:14][C:15](=[O:19])[N:16]([CH3:18])[CH:17]=2)=[O:11])=[CH:4][CH:3]=1.[C:27]([C:30]1[CH:35]=[CH:34][C:33](B(O)O)=[CH:32][CH:31]=1)([OH:29])=[O:28].O.C(=O)([O-])[O-].[Na+].[Na+], predict the reaction product. The product is: [CH3:18][N:16]1[C:15](=[O:19])[CH:14]=[CH:13][C:12]([C:10](=[O:11])[CH2:9][CH:8]([C:5]2[CH:4]=[CH:3][C:2]([C:33]3[CH:34]=[CH:35][C:30]([C:27]([OH:29])=[O:28])=[CH:31][CH:32]=3)=[CH:7][CH:6]=2)[C:20]2[CH:25]=[CH:24][CH:23]=[CH:22][C:21]=2[CH3:26])=[CH:17]1. (3) Given the reactants [CH3:1][O:2][C:3](=[O:24])[C:4]([C:14](=[O:23])[C:15]1[CH:20]=[CH:19][C:18]([CH3:21])=[C:17]([CH3:22])[CH:16]=1)=[CH:5][NH:6][C:7]1[CH:12]=[CH:11][C:10](F)=[CH:9][CH:8]=1.COC(=O)C(C(=O)C1C=CC(C)=C(C)C=1)=COC.[F:43]C1C=C(C=CC=1)N, predict the reaction product. The product is: [CH3:1][O:2][C:3](=[O:24])[C:4]([C:14](=[O:23])[C:15]1[CH:20]=[CH:19][C:18]([CH3:21])=[C:17]([CH3:22])[CH:16]=1)=[CH:5][NH:6][C:7]1[CH:12]=[CH:11][CH:10]=[C:9]([F:43])[CH:8]=1. (4) The product is: [CH3:1][C:2]1[CH:3]=[CH:4][CH:5]=[C:6]2[C:11]=1[NH:10][C:9](=[O:12])[N:8]([CH2:13][C:14]1[CH:19]=[CH:18][CH:17]=[C:16]([C:20]([N:52]3[CH2:53][CH2:54][N:49]([C:55]4[N:56]=[CH:57][CH:58]=[CH:59][N:60]=4)[CH2:50][CH2:51]3)=[O:21])[CH:15]=1)[C:7]2=[O:23]. Given the reactants [CH3:1][C:2]1[CH:3]=[CH:4][CH:5]=[C:6]2[C:11]=1[NH:10][C:9](=[O:12])[N:8]([CH2:13][C:14]1[CH:19]=[CH:18][CH:17]=[C:16]([C:20](O)=[O:21])[CH:15]=1)[C:7]2=[O:23].CC1C=CC=C2C=1NC(=O)NC2=O.BrCC1C=C(C=CC=1)C(OC)=O.[N:49]1([C:55]2[N:60]=[CH:59][CH:58]=[CH:57][N:56]=2)[CH2:54][CH2:53][NH:52][CH2:51][CH2:50]1, predict the reaction product. (5) Given the reactants [CH2:1]([O:8][C:9]1[CH:10]=[C:11]([CH:21]=[CH:22][C:23]=1[N+:24]([O-:26])=[O:25])[CH2:12][CH:13]1[CH2:18][CH2:17][CH2:16][CH2:15][C:14]1=[N:19]O)[C:2]1[CH:7]=[CH:6][CH:5]=[CH:4][CH:3]=1.P(Cl)(Cl)(Cl)(Cl)Cl.[OH2:33], predict the reaction product. The product is: [CH2:1]([O:8][C:9]1[CH:10]=[C:11]([CH:21]=[CH:22][C:23]=1[N+:24]([O-:26])=[O:25])[CH2:12][CH:13]1[NH:19][C:14](=[O:33])[CH2:15][CH2:16][CH2:17][CH2:18]1)[C:2]1[CH:7]=[CH:6][CH:5]=[CH:4][CH:3]=1. (6) The product is: [Br:17][C:18]1[CH:23]=[C:22]([CH3:24])[CH:21]=[C:20]([Br:25])[C:19]=1[NH:26][C:2]1[CH:7]=[CH:6][N:5]=[C:4]([NH:8][C:9]2[CH:16]=[CH:15][C:12]([C:13]#[N:14])=[CH:11][CH:10]=2)[N:3]=1. Given the reactants Cl[C:2]1[CH:7]=[CH:6][N:5]=[C:4]([NH:8][C:9]2[CH:16]=[CH:15][C:12]([C:13]#[N:14])=[CH:11][CH:10]=2)[N:3]=1.[Br:17][C:18]1[CH:23]=[C:22]([CH3:24])[CH:21]=[C:20]([Br:25])[C:19]=1[NH2:26].Cl, predict the reaction product. (7) Given the reactants [O:1]=[C:2]1[C:10](=[CH:11][C:12]2[NH:16][C:15]([CH3:17])=[C:14]([C:18]([OH:20])=O)[C:13]=2[CH3:21])[C:9]2[C:4](=[CH:5][CH:6]=[CH:7][CH:8]=2)[NH:3]1.[NH2:22][CH2:23][CH:24]([OH:32])[CH2:25][N:26]1[CH2:31][CH2:30][O:29][CH2:28][CH2:27]1, predict the reaction product. The product is: [OH:32][CH:24]([CH2:25][N:26]1[CH2:31][CH2:30][O:29][CH2:28][CH2:27]1)[CH2:23][NH:22][C:18]([C:14]1[C:13]([CH3:21])=[C:12](/[CH:11]=[C:10]2\[C:2](=[O:1])[NH:3][C:4]3[C:9]\2=[CH:8][CH:7]=[CH:6][CH:5]=3)[NH:16][C:15]=1[CH3:17])=[O:20]. (8) Given the reactants C[O:2][C:3]1[C:11]([CH3:12])=[CH:10][C:6]2[N:7]=[CH:8][S:9][C:5]=2[CH:4]=1.B(Br)(Br)Br, predict the reaction product. The product is: [CH3:12][C:11]1[C:3]([OH:2])=[CH:4][C:5]2[S:9][CH:8]=[N:7][C:6]=2[CH:10]=1. (9) Given the reactants [C:1]([C:3]1[CH:4]=[C:5]([C@H:9]2[CH2:15][N:14]([C:16]3[N:17]([CH3:29])[C:18](=[O:28])[CH:19]=[C:20]([C:22]4[CH:27]=[CH:26][N:25]=[CH:24][N:23]=4)[N:21]=3)[CH2:13][CH2:12][CH2:11][O:10]2)[CH:6]=[CH:7][CH:8]=1)#[N:2].[O:30]1CCCC1.C(=O)([O-])[O-].[Na+].[Na+].OO, predict the reaction product. The product is: [CH3:29][N:17]1[C:18](=[O:28])[CH:19]=[C:20]([C:22]2[CH:27]=[CH:26][N:25]=[CH:24][N:23]=2)[N:21]=[C:16]1[N:14]1[CH2:13][CH2:12][CH2:11][O:10][C@@H:9]([C:5]2[CH:4]=[C:3]([CH:8]=[CH:7][CH:6]=2)[C:1]([NH2:2])=[O:30])[CH2:15]1. (10) Given the reactants [S:1]1[C:5]2[CH:6]=[CH:7][CH:8]=[CH:9][C:4]=2[N:3]=[C:2]1[C:10]1[C:15](=[O:16])[NH:14][C:13]([CH:17]2[CH2:22][CH2:21][NH:20][CH2:19][CH2:18]2)=[N:12][C:11]=1[NH:23][C@@H:24]1[CH2:29][CH2:28][CH2:27][N:26]([C:30]([O:32][C:33]([CH3:36])([CH3:35])[CH3:34])=[O:31])[CH2:25]1.F[C:38]1[CH:43]=[CH:42][CH:41]=[CH:40][N:39]=1.C(=O)([O-])[O-].[K+].[K+], predict the reaction product. The product is: [S:1]1[C:5]2[CH:6]=[CH:7][CH:8]=[CH:9][C:4]=2[N:3]=[C:2]1[C:10]1[C:15](=[O:16])[NH:14][C:13]([CH:17]2[CH2:18][CH2:19][N:20]([C:38]3[CH:43]=[CH:42][CH:41]=[CH:40][N:39]=3)[CH2:21][CH2:22]2)=[N:12][C:11]=1[NH:23][C@@H:24]1[CH2:29][CH2:28][CH2:27][N:26]([C:30]([O:32][C:33]([CH3:36])([CH3:35])[CH3:34])=[O:31])[CH2:25]1.